Task: Predict the reactants needed to synthesize the given product.. Dataset: Full USPTO retrosynthesis dataset with 1.9M reactions from patents (1976-2016) (1) Given the product [OH:24][C:7]1[CH:8]=[C:9]([B:13]([OH:15])[OH:14])[CH:10]=[CH:11][CH:12]=1, predict the reactants needed to synthesize it. The reactants are: S(O)(O)(=O)=O.N[C:7]1[CH:8]=[C:9]([B:13]([OH:15])[OH:14])[CH:10]=[CH:11][CH:12]=1.NC1C=C(B(O)[OH:24])C=CC=1.OS(O)(=O)=O.N([O-])=O.[Na+].C. (2) Given the product [CH3:49][C:48]1[CH:47]=[C:39]([CH2:40][CH2:41][NH:42][S:43]([CH3:46])(=[O:44])=[O:45])[CH:38]=[C:37]([CH3:50])[C:36]=1[C:5]1[CH:4]=[CH:3][C:2]([F:1])=[C:10]2[C:6]=1[CH2:7][CH2:8][C@H:9]2[O:11][C:12]1[CH:25]=[CH:24][C:15]2[C@H:16]([CH2:19][C:20]([O:22][CH3:23])=[O:21])[CH2:17][O:18][C:14]=2[CH:13]=1, predict the reactants needed to synthesize it. The reactants are: [F:1][C:2]1[CH:3]=[CH:4][C:5](B2OC(C)(C)C(C)(C)O2)=[C:6]2[C:10]=1[C@H:9]([O:11][C:12]1[CH:25]=[CH:24][C:15]3[C@H:16]([CH2:19][C:20]([O:22][CH3:23])=[O:21])[CH2:17][O:18][C:14]=3[CH:13]=1)[CH2:8][CH2:7]2.Br[C:36]1[C:48]([CH3:49])=[CH:47][C:39]([CH2:40][CH2:41][NH:42][S:43]([CH3:46])(=[O:45])=[O:44])=[CH:38][C:37]=1[CH3:50].BrC1C=CC(F)=C2C=1CC[C@H]2OC1C=CC2[C@H](CC(OC)=O)COC=2C=1. (3) Given the product [NH2:14][C:11]([C:9]1[S:10][C:5]2[C:4]([N:15]3[CH2:20][CH2:19][O:18][CH2:17][CH2:16]3)=[N:3][C:2]([C:29]3[CH:30]=[CH:31][C:32]([NH2:35])=[N:33][CH:34]=3)=[N:7][C:6]=2[CH:8]=1)([CH3:13])[CH3:12], predict the reactants needed to synthesize it. The reactants are: Cl[C:2]1[N:3]=[C:4]([N:15]2[CH2:20][CH2:19][O:18][CH2:17][CH2:16]2)[C:5]2[S:10][C:9]([C:11]([NH2:14])([CH3:13])[CH3:12])=[CH:8][C:6]=2[N:7]=1.CC1(C)C(C)(C)OB([C:29]2[CH:30]=[CH:31][C:32]([NH2:35])=[N:33][CH:34]=2)O1. (4) Given the product [CH:1]1([O:6][C:7]2[CH:8]=[C:9]([C:15]3[CH2:19][C:18]([CH2:23][CH2:22][OH:21])([C:20]([NH2:25])=[O:24])[O:17][N:16]=3)[CH:10]=[CH:11][C:12]=2[O:13][CH3:14])[CH2:5][CH2:4][CH2:3][CH2:2]1, predict the reactants needed to synthesize it. The reactants are: [CH:1]1([O:6][C:7]2[CH:8]=[C:9]([C:15]3[CH2:19][C:18]4([CH2:23][CH2:22][O:21][C:20]4=[O:24])[O:17][N:16]=3)[CH:10]=[CH:11][C:12]=2[O:13][CH3:14])[CH2:5][CH2:4][CH2:3][CH2:2]1.[NH3:25].